This data is from Peptide-MHC class II binding affinity with 134,281 pairs from IEDB. The task is: Regression. Given a peptide amino acid sequence and an MHC pseudo amino acid sequence, predict their binding affinity value. This is MHC class II binding data. (1) The peptide sequence is AFKQAATAANAAPAN. The MHC is DRB1_0901 with pseudo-sequence DRB1_0901. The binding affinity (normalized) is 0.610. (2) The peptide sequence is GELQIVDKILAAFKI. The MHC is DRB3_0101 with pseudo-sequence DRB3_0101. The binding affinity (normalized) is 0.791. (3) The peptide sequence is GQKYFKGNFQRLAIT. The MHC is HLA-DQA10101-DQB10501 with pseudo-sequence HLA-DQA10101-DQB10501. The binding affinity (normalized) is 0.212. (4) The peptide sequence is PPHAATIRVLALGNQ. The MHC is DRB1_0901 with pseudo-sequence DRB1_0901. The binding affinity (normalized) is 0.477. (5) The MHC is DRB1_0404 with pseudo-sequence DRB1_0404. The peptide sequence is MDYFIRMWNQAALAM. The binding affinity (normalized) is 0.479. (6) The peptide sequence is NPKFENIAEGLRALLARSHVERTTDE. The MHC is DRB1_0401 with pseudo-sequence DRB1_0401. The binding affinity (normalized) is 0.495.